This data is from Full USPTO retrosynthesis dataset with 1.9M reactions from patents (1976-2016). The task is: Predict the reactants needed to synthesize the given product. (1) Given the product [Cl:1][C:2]1[CH:3]=[CH:4][C:5]([C@H:8]2[C:17]3[C:12](=[CH:13][C:14]([O:22][CH3:23])=[C:15]([O:18][CH:19]([CH3:20])[CH3:21])[CH:16]=3)[CH2:11][C:10](=[O:24])[N:9]2[C:25]2[CH:30]=[N:29][C:28]([N:31]([CH2:33][C@H:34]3[CH2:35][CH2:36][C@H:37]([N:40]4[CH2:41][C:42](=[O:43])[N:44]([CH:45]([CH3:47])[CH3:46])[CH2:48]4)[CH2:38][CH2:39]3)[CH3:32])=[CH:27][CH:26]=2)=[CH:6][CH:7]=1, predict the reactants needed to synthesize it. The reactants are: [Cl:1][C:2]1[CH:7]=[CH:6][C:5]([C@H:8]2[C:17]3[C:12](=[CH:13][C:14]([O:22][CH3:23])=[C:15]([O:18][CH:19]([CH3:21])[CH3:20])[CH:16]=3)[CH2:11][C:10](=[O:24])[N:9]2[C:25]2[CH:26]=[CH:27][C:28]([N:31]([CH2:33][C@H:34]3[CH2:39][CH2:38][C@H:37]([NH:40][CH2:41][C:42]([NH:44][CH:45]([CH3:47])[CH3:46])=[O:43])[CH2:36][CH2:35]3)[CH3:32])=[N:29][CH:30]=2)=[CH:4][CH:3]=1.[CH2:48]=O. (2) Given the product [CH:35]([NH:32][C:33](=[O:34])[NH:1][C@@H:2]1[CH2:7][CH2:6][CH2:5][N:4]([C:8]2[CH:16]=[CH:15][C:11]([C:12]([NH2:14])=[O:13])=[C:10]([NH:17][C:18]3[CH:19]=[CH:20][C:21]([C:24]([N:26]4[CH2:31][CH2:30][O:29][CH2:28][CH2:27]4)=[O:25])=[CH:22][CH:23]=3)[N:9]=2)[CH2:3]1)([CH3:37])[CH3:36], predict the reactants needed to synthesize it. The reactants are: [NH2:1][C@@H:2]1[CH2:7][CH2:6][CH2:5][N:4]([C:8]2[CH:16]=[CH:15][C:11]([C:12]([NH2:14])=[O:13])=[C:10]([NH:17][C:18]3[CH:23]=[CH:22][C:21]([C:24]([N:26]4[CH2:31][CH2:30][O:29][CH2:28][CH2:27]4)=[O:25])=[CH:20][CH:19]=3)[N:9]=2)[CH2:3]1.[N:32]([CH:35]([CH3:37])[CH3:36])=[C:33]=[O:34]. (3) Given the product [Cl:33][CH2:19][C:17]1[O:18][C:14]2[CH:13]=[CH:12][C:11]([O:10][C:2]3[S:1][C:5]4[CH:6]=[CH:7][CH:8]=[CH:9][C:4]=4[N:3]=3)=[CH:21][C:15]=2[CH:16]=1, predict the reactants needed to synthesize it. The reactants are: [S:1]1[C:5]2[CH:6]=[CH:7][CH:8]=[CH:9][C:4]=2[N:3]=[C:2]1[O:10][C:11]1[CH:12]=[CH:13][C:14]2[O:18][C:17]([CH2:19]O)=[CH:16][C:15]=2[CH:21]=1.CCN(C(C)C)C(C)C.S(Cl)([Cl:33])=O. (4) Given the product [CH3:1][NH:2][C:3](=[O:9])[C@H:4]([CH:6]([CH3:8])[CH3:7])[NH:5][C:21](=[O:22])[CH:19]([CH3:20])[NH:18][C:13]1[CH:14]=[CH:15][C:16]([Cl:17])=[C:11]([Cl:10])[CH:12]=1, predict the reactants needed to synthesize it. The reactants are: [CH3:1][NH:2][C:3](=[O:9])[C@H:4]([CH:6]([CH3:8])[CH3:7])[NH2:5].[Cl:10][C:11]1[CH:12]=[C:13]([NH:18][CH:19]([C:21](O)=[O:22])[CH3:20])[CH:14]=[CH:15][C:16]=1[Cl:17]. (5) Given the product [Cl:30][C:31]1[CH:38]=[CH:37][C:34]([CH2:35][O:22][C:21]([NH:2][CH2:3][C:4]2[CH:5]=[CH:6][C:7]([CH2:10][CH:11]([O:17][CH:18]([CH3:19])[CH3:24])[C:12]([OH:14])=[O:13])=[CH:8][CH:9]=2)=[O:23])=[CH:33][CH:32]=1, predict the reactants needed to synthesize it. The reactants are: [Cl-].[NH3+:2][CH2:3][C:4]1[CH:9]=[CH:8][C:7]([CH2:10][CH:11]([O:17][CH2:18][CH2:19]C)[C:12]([O:14]CC)=[O:13])=[CH:6][CH:5]=1.[C:21](=[O:23])=[O:22].[C:24](=O)([O-])[O-].[Cs+].[Cs+].[Cl:30][C:31]1[CH:38]=[CH:37][C:34]([CH2:35]Br)=[CH:33][CH:32]=1. (6) Given the product [CH2:1]([O:3][C:4](=[O:16])[CH2:5][C:6]1[C:7](=[O:15])[N:8]([NH2:13])[CH2:9][CH2:10][C:11]=1[CH3:12])[CH3:2], predict the reactants needed to synthesize it. The reactants are: [CH2:1]([O:3][C:4](=[O:16])[CH2:5][C:6]1[C:7](=[O:15])[N:8]([N:13]=O)[CH2:9][CH2:10][C:11]=1[CH3:12])[CH3:2]. (7) Given the product [O:32]=[C:11]1[N:10]([CH:6]([CH2:7][CH2:8][CH3:9])[CH2:5][C:4]([OH:33])=[O:3])[C:14]2[CH:15]=[CH:16][CH:17]=[CH:18][C:13]=2[N:12]1[CH2:19][C:20]1[CH:21]=[CH:22][CH:23]=[C:24]2[C:28]=1[N:27]([CH3:29])[C:26]([CH3:30])=[C:25]2[CH3:31], predict the reactants needed to synthesize it. The reactants are: C([O:3][C:4](=[O:33])[CH2:5][CH:6]([N:10]1[C:14]2[CH:15]=[CH:16][CH:17]=[CH:18][C:13]=2[N:12]([CH2:19][C:20]2[CH:21]=[CH:22][CH:23]=[C:24]3[C:28]=2[N:27]([CH3:29])[C:26]([CH3:30])=[C:25]3[CH3:31])[C:11]1=[O:32])[CH2:7][CH2:8][CH3:9])C.[Li+].[OH-]. (8) Given the product [Br:1][CH2:2][C:3]([N:21]1[CH2:22][C:18]([F:25])([F:17])[CH2:19][C@H:20]1[C:23]#[N:24])=[O:4], predict the reactants needed to synthesize it. The reactants are: [Br:1][CH2:2][C:3](Br)=[O:4].CC1C=CC(S(O)(=O)=O)=CC=1.[F:17][C:18]1([F:25])[CH2:22][NH:21][C@H:20]([C:23]#[N:24])[CH2:19]1.C(N(CC)CC)C.